Dataset: HIV replication inhibition screening data with 41,000+ compounds from the AIDS Antiviral Screen. Task: Binary Classification. Given a drug SMILES string, predict its activity (active/inactive) in a high-throughput screening assay against a specified biological target. (1) The molecule is O=C(O)CC=C(C(=O)O)N1C(=O)c2ccccc2C1=O. The result is 0 (inactive). (2) The molecule is Clc1ccc(CSc2nnc(SCc3ccc(Cl)c(Cl)c3)c3[nH]cnc23)cc1Cl. The result is 0 (inactive). (3) The molecule is CC(C)(C)OC(=O)CN1CCNCCN(CC(=O)OC(C)(C)C)CCNCC1. The result is 0 (inactive). (4) The compound is CC12CCCC(C(=O)O)(C1)C(C(C)(C)C(=O)O)CC2. The result is 0 (inactive). (5) The compound is NCCCCNCCCNC(=O)c1csc(-c2nc(CCN)sc2Cl)n1. The result is 0 (inactive). (6) The compound is COc1cc(OCc2nc3cc(C(F)(F)F)ccc3nc2-c2ccccc2)cc(OC)c1OC. The result is 0 (inactive). (7) The result is 0 (inactive). The molecule is CCOc1ccc(C=C2C(=O)N(C=C3C(=O)Oc4ccccc4C3=O)C(=NC(C)=O)N2C)cc1.